Dataset: M1 muscarinic receptor antagonist screen with 61,756 compounds. Task: Binary Classification. Given a drug SMILES string, predict its activity (active/inactive) in a high-throughput screening assay against a specified biological target. (1) The compound is O=c1n(C2CCCCC2)cnc2c1cccc2. The result is 0 (inactive). (2) The molecule is S(=O)(=O)(N1CCOCC1)c1cc(C(=O)Nc2c(n(n(c2=O)c2ccccc2)C)C)ccc1. The result is 0 (inactive). (3) The compound is S(CC(=O)N1CCN(CC1)c1ccccc1)c1oc(nn1)CNC(=O)c1cc(OC)c(OC)cc1. The result is 0 (inactive). (4) The molecule is O1CCN(CCN2C(C(=C(O)C2=O)C(=O)c2oc3c(c2)cccc3)c2c(OC)cccc2)CC1. The result is 0 (inactive). (5) The molecule is O=C(NCCc1cc(OC)c(OC)cc1)c1[nH]c(c(c1CC)C(=O)C)C. The result is 0 (inactive). (6) The compound is Brc1cc(S(=O)(=O)NCCCN2CCOCC2)c(cc1C)C. The result is 0 (inactive). (7) The molecule is O=C(N1CCN(CC1)C(=O)c1occc1)C1CCCNC1=O. The result is 0 (inactive).